From a dataset of Reaction yield outcomes from USPTO patents with 853,638 reactions. Predict the reaction yield, written as a fraction of the theoretical maximum amount of product (1.0 means a 100% yield; for example, 0.34 means a 34% yield). (1) The catalyst is CN(C=O)C. The product is [Si:6]([O:14][CH2:15][CH2:16][C:17]#[N:18])([C:9]([CH3:12])([CH3:11])[CH3:10])([CH3:8])[CH3:7]. The yield is 0.750. The reactants are N1C=CN=C1.[Si:6](Cl)([C:9]([CH3:12])([CH3:11])[CH3:10])([CH3:8])[CH3:7].[OH:14][CH2:15][CH2:16][C:17]#[N:18]. (2) The product is [Br:25][C:21]1[CH:23]=[CH:24][C:28]([O:29][CH3:30])=[C:27]([CH2:26][CH2:11][C:3]2[C:2]([F:1])=[CH:10][CH:9]=[CH:8][C:4]=2[C:5]([OH:7])=[O:6])[CH:22]=1. The reactants are [F:1][C:2]1[C:3]([CH3:11])=[C:4]([CH:8]=[CH:9][CH:10]=1)[C:5]([OH:7])=[O:6].CN(CCN(C)C)C.[Li][CH:21]([CH2:23][CH3:24])[CH3:22].[Br-:25].[CH2:26]1[CH2:30][O:29][CH2:28][CH2:27]1. The yield is 0.660. No catalyst specified.